This data is from Reaction yield outcomes from USPTO patents with 853,638 reactions. The task is: Predict the reaction yield, written as a fraction of the theoretical maximum amount of product (1.0 means a 100% yield; for example, 0.34 means a 34% yield). (1) The reactants are [Cl:1][C:2]1[CH:3]=[C:4]([CH2:10][NH:11][C@H:12]2[CH2:17][CH2:16][N:15]([CH2:18][CH2:19][N:20]3[C:29]4[C:24](=[N:25][CH:26]=[C:27]([F:30])[CH:28]=4)[CH:23]=[CH:22][C:21]3=[O:31])[CH2:14][C@H:13]2[OH:32])[CH:5]=[N:6][C:7]=1[CH2:8][OH:9].Cl. The catalyst is C(Cl)Cl. The product is [ClH:1].[Cl:1][C:2]1[CH:3]=[C:4]([CH2:10][NH:11][C@H:12]2[CH2:17][CH2:16][N:15]([CH2:18][CH2:19][N:20]3[C:29]4[C:24](=[N:25][CH:26]=[C:27]([F:30])[CH:28]=4)[CH:23]=[CH:22][C:21]3=[O:31])[CH2:14][C@H:13]2[OH:32])[CH:5]=[N:6][C:7]=1[CH2:8][OH:9]. The yield is 0.920. (2) The reactants are Cl.O.[NH2:3]N.C[N:6](C)[CH:7]=[C:8]([N:11]1[CH:15]=[C:14]([C:16]2[CH:21]=[CH:20][CH:19]=[CH:18][N:17]=2)[N:13]=[CH:12]1)[C:9]#[N:10].C([O-])([O-])=O.[K+].[K+]. The catalyst is CCO. The product is [N:17]1[CH:18]=[CH:19][CH:20]=[CH:21][C:16]=1[C:14]1[N:13]=[CH:12][N:11]([C:8]2[CH:7]=[N:6][NH:10][C:9]=2[NH2:3])[CH:15]=1. The yield is 0.670. (3) The reactants are [OH:1][C@@H:2]([C:23]1[CH:28]=[CH:27][CH:26]=[CH:25][CH:24]=1)[CH2:3][CH2:4][N:5]1[CH2:10][CH2:9][CH:8]([C:11]2[CH:12]=[C:13]([NH:17][C:18](=[O:22])[CH:19]([CH3:21])[CH3:20])[CH:14]=[CH:15][CH:16]=2)[CH2:7][CH2:6]1.[F:29][C:30]1[CH:35]=[CH:34][C:33]([F:36])=[CH:32][C:31]=1O.C1(P(C2C=CC=CC=2)C2C=CC=CC=2)C=CC=CC=1.N(C(OCC)=O)=NC(OCC)=O.N. The catalyst is C1COCC1.C(Cl)(Cl)Cl. The product is [F:29][C:30]1[CH:35]=[CH:34][C:33]([F:36])=[CH:32][C:31]=1[O:1][C@@H:2]([C:23]1[CH:24]=[CH:25][CH:26]=[CH:27][CH:28]=1)[CH2:3][CH2:4][N:5]1[CH2:10][CH2:9][CH:8]([C:11]2[CH:12]=[C:13]([NH:17][C:18](=[O:22])[CH:19]([CH3:21])[CH3:20])[CH:14]=[CH:15][CH:16]=2)[CH2:7][CH2:6]1. The yield is 0.293. (4) The reactants are [CH2:1]([OH:4])[CH2:2][OH:3].CC1C=CC(S(O)(=O)=O)=CC=1.[NH2:16][C:17]1[CH:27]=[C:26]([CH:28]=O)[C:25]([CH3:30])=[CH:24][C:18]=1[C:19]([O:21][CH2:22][CH3:23])=[O:20].C(=O)(O)[O-].[Na+]. The catalyst is C1(C)C=CC=CC=1. The product is [NH2:16][C:17]1[CH:27]=[C:26]([CH:28]2[O:4][CH2:1][CH2:2][O:3]2)[C:25]([CH3:30])=[CH:24][C:18]=1[C:19]([O:21][CH2:22][CH3:23])=[O:20]. The yield is 0.800. (5) The reactants are CC1CN(C(OC(C)(C)C)=O)C(C([O-])=O)C1.[CH3:17][C@@H:18]1[CH2:22][N:21]([C:23]([O:25][C:26]([CH3:29])([CH3:28])[CH3:27])=[O:24])[C@H:20]([C:30]([O:32][CH2:33][C:34]([C:36]2[CH:37]=[CH:38][C:39]3[C:48]4[CH:47]=[C:46]5[CH2:49][CH2:50][CH:51](Br)[C:52](=[O:53])[C:45]5=[CH:44][C:43]=4[O:42][CH2:41][C:40]=3[CH:55]=2)=[O:35])=[O:31])[CH2:19]1.[C:56]([O:60][C:61]([N:63]1[CH2:67][C@@H:66]([CH2:68][O:69][CH3:70])[CH2:65][C@H:64]1[C:71]([OH:73])=[O:72])=[O:62])([CH3:59])([CH3:58])[CH3:57].C([O-])([O-])=O.[Cs+].[Cs+]. The catalyst is C(Cl)Cl. The product is [CH3:17][C@@H:18]1[CH2:22][N:21]([C:23]([O:25][C:26]([CH3:29])([CH3:28])[CH3:27])=[O:24])[C@H:20]([C:30]([O:32][CH2:33][C:34]([C:36]2[CH:37]=[CH:38][C:39]3[C:48]4[CH:47]=[C:46]5[CH2:49][CH2:50][CH:51]([O:73][C:71]([C@@H:64]6[CH2:65][C@H:66]([CH2:68][O:69][CH3:70])[CH2:67][N:63]6[C:61]([O:60][C:56]([CH3:59])([CH3:58])[CH3:57])=[O:62])=[O:72])[C:52](=[O:53])[C:45]5=[CH:44][C:43]=4[O:42][CH2:41][C:40]=3[CH:55]=2)=[O:35])=[O:31])[CH2:19]1. The yield is 0.710.